This data is from Blood-brain barrier permeability classification from the B3DB database. The task is: Regression/Classification. Given a drug SMILES string, predict its absorption, distribution, metabolism, or excretion properties. Task type varies by dataset: regression for continuous measurements (e.g., permeability, clearance, half-life) or binary classification for categorical outcomes (e.g., BBB penetration, CYP inhibition). Dataset: b3db_classification. (1) The compound is Nc1nc2c(ncn2CCC(O)CO)c(=O)[nH]1. The result is 1 (penetrates BBB). (2) The compound is O=C1CCc2cc(OCCCCc3nnnn3C3CCCCC3)ccc2N1. The result is 0 (does not penetrate BBB). (3) The compound is O=C(N[C@@H](Cc1ccccn1)C1CC(O)C1)c1n[nH]c2ccccc12. The result is 1 (penetrates BBB).